From a dataset of Forward reaction prediction with 1.9M reactions from USPTO patents (1976-2016). Predict the product of the given reaction. (1) Given the reactants Cl.[F:2][C:3]1[CH:27]=[CH:26][C:6]([C:7]([NH:9][C:10]2([C:16]([NH:18][CH:19]3[CH2:24][CH2:23][NH:22][CH2:21][CH:20]3[OH:25])=[O:17])[CH2:15][CH2:14][CH2:13][CH2:12][CH2:11]2)=[O:8])=[CH:5][CH:4]=1.Br[C:29]1[CH:34]=[CH:33][C:32]([F:35])=[CH:31][C:30]=1[C:36]([F:39])([F:38])[F:37], predict the reaction product. The product is: [F:2][C:3]1[CH:4]=[CH:5][C:6]([C:7]([NH:9][C:10]2([C:16]([NH:18][CH:19]3[CH2:24][CH2:23][N:22]([C:29]4[CH:34]=[CH:33][C:32]([F:35])=[CH:31][C:30]=4[C:36]([F:37])([F:39])[F:38])[CH2:21][C:20]3=[O:25])=[O:17])[CH2:11][CH2:12][CH2:13][CH2:14][CH2:15]2)=[O:8])=[CH:26][CH:27]=1. (2) The product is: [C:30]([C:27]1([C:23]2[CH:22]=[C:21]([CH:26]=[CH:25][CH:24]=2)[C:20]([NH:19][C:14]2[CH:15]=[CH:16][C:17]([CH3:18])=[C:12]([O:11][C:9]3[CH:8]=[CH:7][C:5]4[N:6]=[C:2]([NH:1][C:35](=[O:36])[CH2:34][N:42]5[CH2:43][CH2:44][N:39]([CH3:38])[CH2:40][CH2:41]5)[S:3][C:4]=4[CH:10]=3)[CH:13]=2)=[O:32])[CH2:29][CH2:28]1)#[N:31]. Given the reactants [NH2:1][C:2]1[S:3][C:4]2[CH:10]=[C:9]([O:11][C:12]3[CH:13]=[C:14]([NH:19][C:20](=[O:32])[C:21]4[CH:26]=[CH:25][CH:24]=[C:23]([C:27]5([C:30]#[N:31])[CH2:29][CH2:28]5)[CH:22]=4)[CH:15]=[CH:16][C:17]=3[CH3:18])[CH:8]=[CH:7][C:5]=2[N:6]=1.Cl[CH2:34][C:35](Cl)=[O:36].[CH3:38][N:39]1[CH2:44][CH2:43][NH:42][CH2:41][CH2:40]1, predict the reaction product. (3) Given the reactants Cl[C:2]1[CH:7]=[CH:6][C:5]([C:8]2[C:12]3[O:13][C:14]([N:18]4[CH2:23][CH2:22][O:21][CH2:20][CH2:19]4)=[CH:15][C:16](=[O:17])[C:11]=3[S:10][CH:9]=2)=[CH:4][CH:3]=1.F[B-](F)(F)F.C([PH+](C(C)(C)C)C(C)(C)C)(C)(C)C.[CH2:42]([NH2:49])[C:43]1[CH:48]=[CH:47][CH:46]=[CH:45][CH:44]=1.N12CCCN=C1CCCCC2.[O:61]1CCC[CH2:62]1, predict the reaction product. The product is: [CH2:42]([NH:49][C:62](=[O:61])[C:2]1[CH:7]=[CH:6][C:5]([C:8]2[C:12]3[O:13][C:14]([N:18]4[CH2:23][CH2:22][O:21][CH2:20][CH2:19]4)=[CH:15][C:16](=[O:17])[C:11]=3[S:10][CH:9]=2)=[CH:4][CH:3]=1)[C:43]1[CH:48]=[CH:47][CH:46]=[CH:45][CH:44]=1. (4) The product is: [NH:1]1[CH2:6][CH2:5][CH:4]([C:7]2[CH:12]=[CH:11][C:10]([NH:13][C:14]([N:16]3[CH2:24][C:23]4[CH:22]=[CH:21][N:20]=[CH:19][C:18]=4[CH2:17]3)=[O:15])=[CH:9][CH:8]=2)[CH2:3][CH2:2]1. Given the reactants [NH:1]1[CH2:6][CH:5]=[C:4]([C:7]2[CH:12]=[CH:11][C:10]([NH:13][C:14]([N:16]3[CH2:24][C:23]4[CH:22]=[CH:21][N:20]=[CH:19][C:18]=4[CH2:17]3)=[O:15])=[CH:9][CH:8]=2)[CH2:3][CH2:2]1.CO, predict the reaction product. (5) Given the reactants [CH3:1][C:2]([O:4][C@H:5]1[C:14]2[C@@:15]3([CH3:30])[C@@H:26]([CH2:27][O:28][CH3:29])[O:25][C:23](=[O:24])[C:17]4=[CH:18][O:19][C:20]([C:21](=[O:22])[C:13]=2[C@@H:8]2[CH2:9][CH2:10][C@H:11]([OH:12])[C@@:7]2([CH3:31])[CH2:6]1)=[C:16]34)=[O:3].[CH2:32]([N:39]1[CH2:44][CH2:43][NH:42][CH2:41][CH2:40]1)[C:33]1[CH:38]=[CH:37][CH:36]=[CH:35][CH:34]=1, predict the reaction product. The product is: [C:2]([O:4][C@H:5]1[C:14]2[C@:15]3([CH3:30])[C:16](/[C:17](=[CH:18]\[N:42]4[CH2:43][CH2:44][N:39]([CH2:32][C:33]5[CH:34]=[CH:35][CH:36]=[CH:37][CH:38]=5)[CH2:40][CH2:41]4)/[C:23](=[O:24])[O:25][C@@H:26]3[CH2:27][O:28][CH3:29])=[C:20]([OH:19])[C:21](=[O:22])[C:13]=2[CH:8]2[C@@:7]([CH3:31])([C@@H:11]([OH:12])[CH2:10][CH2:9]2)[CH2:6]1)(=[O:3])[CH3:1]. (6) Given the reactants [CH3:1][C:2]([NH:4][C@H:5]1[C@H:10]([O:11][C@@H:12]([C@H:20]([O:69][C@@H:70]2[O:75][C@H:74]([CH2:76][OH:77])[C@@H:73]([OH:78])[C@H:72]([OH:79])[C@@H:71]2[OH:80])[C@H:21]([O:35][C@H:36]2[O:41][C@H:40]([CH2:42][OH:43])[C@@H:39]([OH:44])[C@H:38]([O:45][C@H]3O[C@H](CO)[C@@H](O)[C@H](O)[C@@H]3O)[C@@H:37]2[O:57][C@H]2O[C@H](CO)[C@@H](O)[C@H](O)[C@@H]2O)[CH2:22][O:23][C@H]2O[C@H](CO)[C@@H](O)[C@H](O)[C@@H]2O)[C@@H:13]([NH:16][C:17]([CH3:19])=[O:18])[CH:14]=[O:15])[O:9][C@H:8]([CH2:81][OH:82])[C@@H:7]([OH:83])[C@@H:6]1[OH:84])=[O:3], predict the reaction product. The product is: [CH3:1][C:2]([NH:4][C@H:5]1[C@H:10]([O:11][C@@H:12]([C@H:20]([O:69][C@@H:70]2[O:75][C@H:74]([CH2:76][OH:77])[C@@H:73]([OH:78])[C@H:72]([OH:79])[C@@H:71]2[OH:80])[C@H:21]([O:35][C@H:36]2[O:41][C@H:40]([CH2:42][OH:43])[C@@H:39]([OH:44])[C@H:38]([OH:45])[C@@H:37]2[OH:57])[CH2:22][OH:23])[C@@H:13]([NH:16][C:17]([CH3:19])=[O:18])[CH:14]=[O:15])[O:9][C@H:8]([CH2:81][OH:82])[C@@H:7]([OH:83])[C@@H:6]1[OH:84])=[O:3]. (7) Given the reactants C(O)(C(F)(F)F)=O.[CH2:8]([O:52][CH:53]1[C@H:57]2[C@H:58](OC3CCCCO3)[N:59](C(OC(C)(C)C)=O)[C:60]3[CH:67]=[C:66]([O:68][CH3:69])[CH:65]=[CH:64][C:61]=3[C:62](=[O:63])[N:56]2[CH2:55][CH2:54]1)[CH2:9][CH2:10][CH2:11][CH2:12][CH2:13][CH2:14][CH2:15][CH2:16][CH2:17][CH2:18][CH2:19][O:20][CH:21]1[C@H:25]2[C@H:26](OC3CCCCO3)[N:27](C(OC(C)(C)C)=O)[C:28]3[CH:35]=[C:34]([O:36][CH3:37])[CH:33]=[CH:32][C:29]=3[C:30](=[O:31])[N:24]2[CH2:23][CH2:22]1.C([O-])(O)=O.[Na+], predict the reaction product. The product is: [CH2:19]([O:20][CH:21]1[C@@H:25]2[CH:26]=[N:27][C:28]3[CH:35]=[C:34]([O:36][CH3:37])[CH:33]=[CH:32][C:29]=3[C:30](=[O:31])[N:24]2[CH2:23][CH2:22]1)[CH2:18][CH2:17][CH2:16][CH2:15][CH2:14][CH2:13][CH2:12][CH2:11][CH2:10][CH2:9][CH2:8][O:52][CH:53]1[C@@H:57]2[CH:58]=[N:59][C:60]3[CH:67]=[C:66]([O:68][CH3:69])[CH:65]=[CH:64][C:61]=3[C:62](=[O:63])[N:56]2[CH2:55][CH2:54]1.